Dataset: Peptide-MHC class II binding affinity with 134,281 pairs from IEDB. Task: Regression. Given a peptide amino acid sequence and an MHC pseudo amino acid sequence, predict their binding affinity value. This is MHC class II binding data. (1) The peptide sequence is ALKESWGAIWRIDTP. The MHC is HLA-DPA10201-DPB10101 with pseudo-sequence HLA-DPA10201-DPB10101. The binding affinity (normalized) is 0.161. (2) The peptide sequence is LAQILMDNDLAATND. The MHC is DRB5_0101 with pseudo-sequence DRB5_0101. The binding affinity (normalized) is 0.159. (3) The MHC is DRB1_1302 with pseudo-sequence DRB1_1302. The peptide sequence is DIKVQFQSGGNNSPA. The binding affinity (normalized) is 0.0576. (4) The peptide sequence is DAYICAIRRAKSFIY. The MHC is DRB1_0901 with pseudo-sequence DRB1_0901. The binding affinity (normalized) is 0.754. (5) The peptide sequence is KRWIILGLNKIVRMYSPTSI. The MHC is HLA-DPA10103-DPB10401 with pseudo-sequence HLA-DPA10103-DPB10401. The binding affinity (normalized) is 0.463.